Dataset: Full USPTO retrosynthesis dataset with 1.9M reactions from patents (1976-2016). Task: Predict the reactants needed to synthesize the given product. (1) Given the product [Cl:1][C:2]1[C:11]2[C:6](=[CH:7][C:8]([N:13]([CH:14]3[CH2:15][CH2:16][CH2:17][CH2:18]3)[C:21](=[O:23])[CH3:22])=[C:9]([CH3:12])[CH:10]=2)[CH:5]=[CH:4][N:3]=1, predict the reactants needed to synthesize it. The reactants are: [Cl:1][C:2]1[C:11]2[C:6](=[CH:7][C:8]([NH:13][CH:14]3[CH2:18][CH2:17][CH2:16][CH2:15]3)=[C:9]([CH3:12])[CH:10]=2)[CH:5]=[CH:4][N:3]=1.[H-].[Na+].[C:21](Cl)(=[O:23])[CH3:22]. (2) Given the product [CH2:1]([C:3](=[CH:6][CH2:7][CH2:8][CH3:9])[CH:4]=[O:5])[CH3:2], predict the reactants needed to synthesize it. The reactants are: [CH2:1]([CH:3]([CH2:6][CH2:7][CH2:8][CH3:9])[CH2:4][OH:5])[CH3:2].[OH-].[Na+]. (3) Given the product [C:1]([OH:5])(=[O:4])[CH:2]=[CH2:3].[C:1]([O-:5])(=[O:4])[CH:2]=[CH2:3], predict the reactants needed to synthesize it. The reactants are: [C:1]([OH:5])(=[O:4])[CH:2]=[CH2:3]. (4) The reactants are: COC1C=CC(C[NH:8][C:9]2[CH:14]=[C:13]([N+:15]([O-:17])=[O:16])[CH:12]=[C:11]([O:18][CH2:19][CH2:20][O:21][CH3:22])[CH:10]=2)=CC=1. Given the product [CH3:22][O:21][CH2:20][CH2:19][O:18][C:11]1[CH:10]=[C:9]([CH:14]=[C:13]([N+:15]([O-:17])=[O:16])[CH:12]=1)[NH2:8], predict the reactants needed to synthesize it. (5) Given the product [N:38]1[C:29]2=[C:30]3[C:35](=[CH:36][CH:37]=[C:28]2[NH:27][C:26]=1[CH:22]1[CH2:23][CH2:24][CH2:25][N:21]1[C:14]([CH:13]([CH2:17][CH2:18][CH2:19][CH3:20])[CH2:12][N:9]([OH:8])[CH:10]=[O:11])=[O:15])[O:34][CH2:33][CH2:32][O:31]3, predict the reactants needed to synthesize it. The reactants are: C([O:8][N:9]([CH2:12][C@@H:13]([CH2:17][CH2:18][CH2:19][CH3:20])[C:14](O)=[O:15])[CH:10]=[O:11])C1C=CC=CC=1.[NH:21]1[CH2:25][CH2:24][CH2:23][C@H:22]1[C:26]1[NH:27][C:28]2[C:29]([N:38]=1)=[C:30]1[C:35](=[CH:36][CH:37]=2)[O:34][CH2:33][CH2:32][O:31]1. (6) Given the product [Br:1][C:21]1[C:22]2[C:27]([C:14]([C:7]3[C:8]4[C:13](=[CH:12][CH:11]=[CH:10][CH:9]=4)[C:4]([CH3:3])=[CH:5][CH:6]=3)=[C:15]3[C:20]=1[CH:19]=[CH:18][CH:17]=[CH:16]3)=[CH:26][CH:25]=[CH:24][CH:23]=2, predict the reactants needed to synthesize it. The reactants are: [Br:1]Br.[CH3:3][C:4]1[C:13]2[C:8](=[CH:9][CH:10]=[CH:11][CH:12]=2)[C:7]([C:14]2[C:15]3[C:20]([CH:21]=[C:22]4[C:27]=2[CH:26]=[CH:25][CH:24]=[CH:23]4)=[CH:19][CH:18]=[CH:17][CH:16]=3)=[CH:6][CH:5]=1. (7) Given the product [C:1]([O:5][C:6]([N:8]1[CH2:9][CH:10]([CH2:12][C:13]2[CH:14]=[C:15]3[C:24](=[CH:25][CH:26]=2)[O:23][CH2:22][C:21]2[N:16]3[CH:17]([CH3:28])[C:18](=[O:27])[NH:19][N:20]=2)[CH2:11]1)=[O:7])([CH3:4])([CH3:2])[CH3:3], predict the reactants needed to synthesize it. The reactants are: [C:1]([O:5][C:6]([N:8]1[CH2:11][C:10](=[CH:12][C:13]2[CH:14]=[C:15]3[C:24](=[CH:25][CH:26]=2)[O:23][CH2:22][C:21]2[N:16]3[CH:17]([CH3:28])[C:18](=[O:27])[NH:19][N:20]=2)[CH2:9]1)=[O:7])([CH3:4])([CH3:3])[CH3:2]. (8) Given the product [CH2:16]([O:1][C:2]1[CH:7]=[CH:6][C:5]([O:8][CH3:9])=[CH:4][C:3]=1[C:10](=[O:12])[CH3:11])[CH:17]([CH3:19])[CH3:18], predict the reactants needed to synthesize it. The reactants are: [OH:1][C:2]1[CH:7]=[CH:6][C:5]([O:8][CH3:9])=[CH:4][C:3]=1[C:10](=[O:12])[CH3:11].[H-].[Na+].Br[CH2:16][CH:17]([CH3:19])[CH3:18]. (9) Given the product [C:15]([O:14][CH2:13][CH2:12][CH2:11][CH2:10][CH2:9][CH2:8][CH2:7][CH2:6][C:5]([OH:34])=[O:4])([C:22]1[CH:23]=[CH:24][CH:25]=[CH:26][CH:27]=1)([C:28]1[CH:33]=[CH:32][CH:31]=[CH:30][CH:29]=1)[C:16]1[CH:17]=[CH:18][CH:19]=[CH:20][CH:21]=1, predict the reactants needed to synthesize it. The reactants are: [OH-].[Na+].C[O:4][C:5](=[O:34])[CH2:6][CH2:7][CH2:8][CH2:9][CH2:10][CH2:11][CH2:12][CH2:13][O:14][C:15]([C:28]1[CH:33]=[CH:32][CH:31]=[CH:30][CH:29]=1)([C:22]1[CH:27]=[CH:26][CH:25]=[CH:24][CH:23]=1)[C:16]1[CH:21]=[CH:20][CH:19]=[CH:18][CH:17]=1. (10) Given the product [I:1][C:2]1[C:10]2[C:5](=[N:6][CH:7]=[C:8]([C:11]([O:13][CH3:14])=[O:12])[CH:9]=2)[N:4]([C:29]([O:28][C:24]([CH3:27])([CH3:26])[CH3:25])=[O:30])[CH:3]=1, predict the reactants needed to synthesize it. The reactants are: [I:1][C:2]1[C:10]2[C:5](=[N:6][CH:7]=[C:8]([C:11]([O:13][CH3:14])=[O:12])[CH:9]=2)[NH:4][CH:3]=1.C(N(CC)C(C)C)(C)C.[C:24]([O:28][C:29](O[C:29]([O:28][C:24]([CH3:27])([CH3:26])[CH3:25])=[O:30])=[O:30])([CH3:27])([CH3:26])[CH3:25].